From a dataset of Full USPTO retrosynthesis dataset with 1.9M reactions from patents (1976-2016). Predict the reactants needed to synthesize the given product. (1) Given the product [CH3:1][O:2][C:3](=[O:28])[C@H:4]([CH2:18][C:19]1[CH:20]=[CH:21][C:22]([NH2:25])=[CH:23][CH:24]=1)[N:5]([CH3:6])[C:7]([C:9]1([CH2:14][CH2:15][O:16][CH3:17])[CH2:10][CH2:11][CH2:12][CH2:13]1)=[O:8], predict the reactants needed to synthesize it. The reactants are: [CH3:1][O:2][C:3](=[O:28])[C@H:4]([CH2:18][C:19]1[CH:24]=[CH:23][C:22]([N+:25]([O-])=O)=[CH:21][CH:20]=1)[N:5]([C:7]([C:9]1([CH2:14][CH2:15][O:16][CH3:17])[CH2:13][CH2:12][CH2:11][CH2:10]1)=[O:8])[CH3:6].[Cl-].[NH4+].CO. (2) Given the product [F:27][C:2]([F:1])([F:28])[C:3]1[C:12]([O:13][C@H:14]2[CH2:19][CH2:18][C@@H:17]([C:20]([F:21])([F:22])[F:23])[CH2:16][CH2:15]2)=[CH:11][CH:10]=[C:9]2[C:4]=1[CH:5]=[CH:6][C:7]([CH:24]([N:40]1[CH:38]3[CH2:37][CH2:36][CH:35]1[CH2:34][CH:33]([C:31]([OH:30])=[O:32])[CH2:39]3)[CH3:25])=[N:8]2, predict the reactants needed to synthesize it. The reactants are: [F:1][C:2]([F:28])([F:27])[C:3]1[C:12]([O:13][C@H:14]2[CH2:19][CH2:18][C@@H:17]([C:20]([F:23])([F:22])[F:21])[CH2:16][CH2:15]2)=[CH:11][CH:10]=[C:9]2[C:4]=1[CH:5]=[CH:6][C:7]([C:24](=O)[CH3:25])=[N:8]2.C[O:30][C:31]([CH:33]1[CH2:39][CH:38]2[NH:40][CH:35]([CH2:36][CH2:37]2)[CH2:34]1)=[O:32].Cl.O1CCCC1.C(O)(=O)C.C(O[BH-](OC(=O)C)OC(=O)C)(=O)C.[Na+].CO.[OH-].[Na+]. (3) Given the product [CH2:4]([N:8]1[C:12]([C:13]([O:15][CH2:16][CH3:17])=[O:14])=[C:11]([CH:18]([OH:19])[CH3:1])[N:10]=[C:9]1[N:20]1[CH2:25][CH2:24][N:23]([C:26]([O:28][C:29]([CH3:31])([CH3:30])[CH3:32])=[O:27])[CH2:22][CH2:21]1)[C:5]#[C:6][CH3:7], predict the reactants needed to synthesize it. The reactants are: [CH3:1][Mg]Br.[CH2:4]([N:8]1[C:12]([C:13]([O:15][CH2:16][CH3:17])=[O:14])=[C:11]([CH:18]=[O:19])[N:10]=[C:9]1[N:20]1[CH2:25][CH2:24][N:23]([C:26]([O:28][C:29]([CH3:32])([CH3:31])[CH3:30])=[O:27])[CH2:22][CH2:21]1)[C:5]#[C:6][CH3:7].[Cl-].[NH4+]. (4) Given the product [CH3:1][N:2]1[CH:6]=[C:5]([C:7]2[CH:8]=[CH:9][N:10]=[CH:11][CH:12]=2)[C:4]([C:13]2[CH:18]=[CH:17][C:16]([CH2:19][OH:20])=[CH:15][CH:14]=2)=[N:3]1, predict the reactants needed to synthesize it. The reactants are: [CH3:1][N:2]1[CH:6]=[C:5]([C:7]2[CH:12]=[CH:11][N:10]=[CH:9][CH:8]=2)[C:4]([C:13]2[CH:18]=[CH:17][C:16]([CH2:19][O:20][Si](C(C)C)(C(C)C)C(C)C)=[CH:15][CH:14]=2)=[N:3]1.CCCC[N+](CCCC)(CCCC)CCCC.[F-].C(=O)(O)[O-].[Na+]. (5) The reactants are: [CH2:1]([CH:4]([C:6]1[C:15]2[C:10](=[CH:11][CH:12]=[CH:13][CH:14]=2)[CH:9]=[CH:8][CH:7]=1)[OH:5])[CH:2]=[CH2:3].[Cr](Cl)([O-])(=O)=O.[NH+]1C=CC=CC=1. Given the product [CH2:1]([C:4]([C:6]1[C:15]2[C:10](=[CH:11][CH:12]=[CH:13][CH:14]=2)[CH:9]=[CH:8][CH:7]=1)=[O:5])[CH:2]=[CH2:3], predict the reactants needed to synthesize it. (6) Given the product [Cl:24][C:25]1[CH:30]=[C:29]([Cl:31])[CH:28]=[CH:27][C:26]=1[C:2]1[C:10]2[O:9][CH:8]([CH2:11][O:12][S:13]([C:16]3[CH:21]=[CH:20][C:19]([CH3:22])=[CH:18][CH:17]=3)(=[O:14])=[O:15])[O:7][C:6]=2[CH:5]=[C:4]([Cl:23])[CH:3]=1, predict the reactants needed to synthesize it. The reactants are: Br[C:2]1[C:10]2[O:9][CH:8]([CH2:11][O:12][S:13]([C:16]3[CH:21]=[CH:20][C:19]([CH3:22])=[CH:18][CH:17]=3)(=[O:15])=[O:14])[O:7][C:6]=2[CH:5]=[C:4]([Cl:23])[CH:3]=1.[Cl:24][C:25]1[CH:30]=[C:29]([Cl:31])[CH:28]=[CH:27][C:26]=1B(O)O. (7) The reactants are: Cl(O)(=O)(=O)=O.[C:6]([O:9][CH:10]1[CH2:27][CH2:26][C@@:25]2([CH3:28])[C:12](=[CH:13][CH2:14][C@@H:15]3[C@@H:24]2[CH2:23][CH2:22][C@@:20]2([CH3:21])[C@H:16]3[CH2:17][CH2:18][CH:19]2[O:29][C:30](=[O:32])[CH3:31])[CH2:11]1)(=[O:8])[CH3:7].BrNC(=[O:37])C.S([O-])([O-])(=O)=S.[Na+].[Na+].C(=O)(O)[O-].[Na+]. Given the product [C:6]([O:9][C@H:10]1[CH2:27][CH2:26][C@@:25]2([CH:28]=[O:37])[C:12](=[CH:13][CH2:14][C@@H:15]3[C@@H:24]2[CH2:23][CH2:22][C@@:20]2([CH3:21])[C@H:16]3[CH2:17][CH2:18][C@@H:19]2[O:29][C:30](=[O:32])[CH3:31])[CH2:11]1)(=[O:8])[CH3:7], predict the reactants needed to synthesize it. (8) Given the product [I:17][C:7]1[NH:6][N:5]=[C:4]([C:8]#[N:9])[C:3]=1[O:2][CH3:1], predict the reactants needed to synthesize it. The reactants are: [CH3:1][O:2][C:3]1[C:4]([C:8]#[N:9])=[N:5][NH:6][CH:7]=1.C1C(=O)N([I:17])C(=O)C1. (9) Given the product [CH3:17][C:16]1[CH:15]=[C:14]([CH3:18])[NH:13][C:12](=[O:19])[C:11]=1[CH2:10][NH:9][C:7](=[O:8])[C:6]1[CH:20]=[C:2]([C:37]2[CH:42]=[N:41][C:40]([CH2:43][OH:44])=[CH:39][CH:38]=2)[CH:3]=[C:4]([N:22]([CH2:29][CH3:30])[CH:23]2[CH2:28][CH2:27][O:26][CH2:25][CH2:24]2)[C:5]=1[CH3:21], predict the reactants needed to synthesize it. The reactants are: Br[C:2]1[CH:3]=[C:4]([N:22]([CH2:29][CH3:30])[CH:23]2[CH2:28][CH2:27][O:26][CH2:25][CH2:24]2)[C:5]([CH3:21])=[C:6]([CH:20]=1)[C:7]([NH:9][CH2:10][C:11]1[C:12](=[O:19])[NH:13][C:14]([CH3:18])=[CH:15][C:16]=1[CH3:17])=[O:8].CC1(C)OB([C:37]2[CH:38]=[CH:39][C:40]([CH2:43][OH:44])=[N:41][CH:42]=2)OC1(C)C.C(=O)([O-])[O-].[Na+].[Na+].